This data is from NCI-60 drug combinations with 297,098 pairs across 59 cell lines. The task is: Regression. Given two drug SMILES strings and cell line genomic features, predict the synergy score measuring deviation from expected non-interaction effect. (1) Drug 1: CN(CCCl)CCCl.Cl. Drug 2: C1CCC(C(C1)N)N.C(=O)(C(=O)[O-])[O-].[Pt+4]. Cell line: NCI-H226. Synergy scores: CSS=19.1, Synergy_ZIP=-4.85, Synergy_Bliss=-1.69, Synergy_Loewe=-0.882, Synergy_HSA=1.53. (2) Drug 1: CCC1=C2CN3C(=CC4=C(C3=O)COC(=O)C4(CC)O)C2=NC5=C1C=C(C=C5)O. Drug 2: CCN(CC)CCCC(C)NC1=C2C=C(C=CC2=NC3=C1C=CC(=C3)Cl)OC. Cell line: HOP-92. Synergy scores: CSS=34.8, Synergy_ZIP=-10.3, Synergy_Bliss=-1.07, Synergy_Loewe=0.686, Synergy_HSA=2.51. (3) Drug 1: CC1C(C(CC(O1)OC2CC(CC3=C2C(=C4C(=C3O)C(=O)C5=C(C4=O)C(=CC=C5)OC)O)(C(=O)C)O)N)O.Cl. Drug 2: CC=C1C(=O)NC(C(=O)OC2CC(=O)NC(C(=O)NC(CSSCCC=C2)C(=O)N1)C(C)C)C(C)C. Cell line: IGROV1. Synergy scores: CSS=74.9, Synergy_ZIP=1.13, Synergy_Bliss=5.29, Synergy_Loewe=1.89, Synergy_HSA=7.47. (4) Drug 1: C1=CC(=C2C(=C1NCCNCCO)C(=O)C3=C(C=CC(=C3C2=O)O)O)NCCNCCO. Synergy scores: CSS=69.7, Synergy_ZIP=-2.19, Synergy_Bliss=1.44, Synergy_Loewe=-9.43, Synergy_HSA=2.74. Cell line: DU-145. Drug 2: CN(CCCl)CCCl.Cl. (5) Drug 1: C(CC(=O)O)C(=O)CN.Cl. Drug 2: C(CN)CNCCSP(=O)(O)O. Cell line: U251. Synergy scores: CSS=-8.33, Synergy_ZIP=6.93, Synergy_Bliss=5.67, Synergy_Loewe=0.883, Synergy_HSA=-1.68. (6) Drug 1: C1=NC2=C(N=C(N=C2N1C3C(C(C(O3)CO)O)O)F)N. Drug 2: C1CCC(C(C1)N)N.C(=O)(C(=O)[O-])[O-].[Pt+4]. Cell line: SK-MEL-5. Synergy scores: CSS=26.6, Synergy_ZIP=-5.99, Synergy_Bliss=-1.90, Synergy_Loewe=-11.7, Synergy_HSA=1.11. (7) Drug 1: CS(=O)(=O)C1=CC(=C(C=C1)C(=O)NC2=CC(=C(C=C2)Cl)C3=CC=CC=N3)Cl. Drug 2: COC1=C(C=C2C(=C1)N=CN=C2NC3=CC(=C(C=C3)F)Cl)OCCCN4CCOCC4. Cell line: SK-MEL-5. Synergy scores: CSS=21.3, Synergy_ZIP=15.8, Synergy_Bliss=10.8, Synergy_Loewe=-5.88, Synergy_HSA=8.13.